Dataset: Forward reaction prediction with 1.9M reactions from USPTO patents (1976-2016). Task: Predict the product of the given reaction. (1) Given the reactants [CH3:1][N:2]1[C:10]2[C:9](=[O:11])[N:8]([CH2:12][CH2:13][O:14][C:15]3[CH:20]=[CH:19][C:18]([CH2:21][CH:22]([O:26][CH2:27][CH3:28])[C:23]([OH:25])=[O:24])=[CH:17][CH:16]=3)[C:7]([CH2:29][CH3:30])=[N:6][C:5]=2[C:4]([CH2:31][CH2:32][CH3:33])=[N:3]1.[NH2:34][C:35]([CH2:40][OH:41])([CH2:38][OH:39])[CH2:36][OH:37], predict the reaction product. The product is: [NH2:34][C:35]([CH2:40][OH:41])([CH2:38][OH:39])[CH2:36][OH:37].[CH3:1][N:2]1[C:10]2[C:9](=[O:11])[N:8]([CH2:12][CH2:13][O:14][C:15]3[CH:20]=[CH:19][C:18]([CH2:21][CH:22]([O:26][CH2:27][CH3:28])[C:23]([OH:25])=[O:24])=[CH:17][CH:16]=3)[C:7]([CH2:29][CH3:30])=[N:6][C:5]=2[C:4]([CH2:31][CH2:32][CH3:33])=[N:3]1.[CH3:1][N:2]1[C:10]2[C:9](=[O:11])[N:8]([CH2:12][CH2:13][O:14][C:15]3[CH:20]=[CH:19][C:18]([CH2:21][CH:22]([O:26][CH2:27][CH3:28])[C:23]([OH:25])=[O:24])=[CH:17][CH:16]=3)[C:7]([CH2:29][CH3:30])=[N:6][C:5]=2[C:4]([CH2:31][CH2:32][CH3:33])=[N:3]1. (2) The product is: [Br:1][C:2]1[CH:3]=[N:4][CH:5]=[CH:6][C:7]=1[CH2:8][CH:9]1[CH2:17][C:16]2[C:11](=[CH:12][CH:13]=[C:14]([CH3:18])[CH:15]=2)[C:10]1=[O:19]. Given the reactants [Br:1][C:2]1[CH:3]=[N:4][CH:5]=[CH:6][C:7]=1/[CH:8]=[C:9]1/[C:10](=[O:19])[C:11]2[C:16]([CH2:17]/1)=[CH:15][C:14]([CH3:18])=[CH:13][CH:12]=2, predict the reaction product. (3) Given the reactants [Cl:1][C:2]1[N:7]=[C:6]([C:8]2[S:12][C:11]([CH:13]([CH3:15])[CH3:14])=[N:10][C:9]=2[C:16]2[CH:17]=[C:18]([CH:20]=[CH:21][CH:22]=2)[NH2:19])[CH:5]=[CH:4][N:3]=1.[F:23][C:24]1[CH:25]=[CH:26][C:27]([O:34][CH3:35])=[C:28]([S:30](Cl)(=[O:32])=[O:31])[CH:29]=1, predict the reaction product. The product is: [Cl:1][C:2]1[N:7]=[C:6]([C:8]2[S:12][C:11]([CH:13]([CH3:15])[CH3:14])=[N:10][C:9]=2[C:16]2[CH:17]=[C:18]([NH:19][S:30]([C:28]3[CH:29]=[C:24]([F:23])[CH:25]=[CH:26][C:27]=3[O:34][CH3:35])(=[O:31])=[O:32])[CH:20]=[CH:21][CH:22]=2)[CH:5]=[CH:4][N:3]=1. (4) Given the reactants I[C:2]1[C:3]2[S:11][CH:10]=[C:9]([C:12]3[CH:13]=[C:14]4[C:18](=[CH:19][CH:20]=3)[N:17]([C:21](=[O:29])[CH2:22][C:23]3[CH:28]=[CH:27][CH:26]=[CH:25][CH:24]=3)[CH2:16][CH2:15]4)[C:4]=2[C:5]([NH2:8])=[N:6][CH:7]=1.[N:30]1[CH:35]=[CH:34][C:33](B(O)O)=[CH:32][CH:31]=1.C(=O)(O)[O-].[Na+].CO, predict the reaction product. The product is: [C:23]1([CH2:22][C:21]([N:17]2[C:18]3[C:14](=[CH:13][C:12]([C:9]4[C:4]5[C:5]([NH2:8])=[N:6][CH:7]=[C:2]([C:33]6[CH:34]=[CH:35][N:30]=[CH:31][CH:32]=6)[C:3]=5[S:11][CH:10]=4)=[CH:20][CH:19]=3)[CH2:15][CH2:16]2)=[O:29])[CH:28]=[CH:27][CH:26]=[CH:25][CH:24]=1.